Dataset: Forward reaction prediction with 1.9M reactions from USPTO patents (1976-2016). Task: Predict the product of the given reaction. Given the reactants [CH3:1][O:2][C:3](=[O:32])[CH2:4][C:5]1[CH:6]=[N:7][CH:8]=[C:9]([C:11]2[CH:16]=[CH:15][C:14]([C:17]([F:20])([F:19])[F:18])=[CH:13][C:12]=2[CH2:21][N:22](C(OC(C)(C)C)=O)[CH2:23][CH3:24])[CH:10]=1.[ClH:33], predict the reaction product. The product is: [ClH:33].[ClH:33].[CH3:1][O:2][C:3](=[O:32])[CH2:4][C:5]1[CH:6]=[N:7][CH:8]=[C:9]([C:11]2[CH:16]=[CH:15][C:14]([C:17]([F:18])([F:19])[F:20])=[CH:13][C:12]=2[CH2:21][NH:22][CH2:23][CH3:24])[CH:10]=1.